This data is from Full USPTO retrosynthesis dataset with 1.9M reactions from patents (1976-2016). The task is: Predict the reactants needed to synthesize the given product. The reactants are: [Cl:1][C:2]1[CH:17]=[CH:16][C:5]([CH2:6][CH2:7][O:8][C:9]2[N:10]=[N:11][C:12](I)=[CH:13][CH:14]=2)=[CH:4][CH:3]=1.[C:18]([C:21]1[CH:22]=[C:23](B(O)O)[CH:24]=[CH:25][CH:26]=1)([OH:20])=[O:19].C(=O)([O-])[O-].[Na+].[Na+]. Given the product [Cl:1][C:2]1[CH:17]=[CH:16][C:5]([CH2:6][CH2:7][O:8][C:9]2[N:10]=[N:11][C:12]([C:25]3[CH:26]=[C:21]([CH:22]=[CH:23][CH:24]=3)[C:18]([OH:20])=[O:19])=[CH:13][CH:14]=2)=[CH:4][CH:3]=1, predict the reactants needed to synthesize it.